From a dataset of Catalyst prediction with 721,799 reactions and 888 catalyst types from USPTO. Predict which catalyst facilitates the given reaction. (1) Reactant: [Cl:1][C:2]1[CH:3]=[CH:4][C:5]([O:25][CH3:26])=[C:6]([C:8]2[C:12]([NH:13][C:14]([C:16]3[CH:17]=[N:18][N:19]4[CH:24]=[CH:23][CH:22]=[N:21][C:20]=34)=[O:15])=[CH:11][NH:10][N:9]=2)[CH:7]=1.[H-].[Na+].Br[CH:30]([F:36])[C:31]([O:33]CC)=[O:32]. Product: [Cl:1][C:2]1[CH:3]=[CH:4][C:5]([O:25][CH3:26])=[C:6]([C:8]2[C:12]([NH:13][C:14]([C:16]3[CH:17]=[N:18][N:19]4[CH:24]=[CH:23][CH:22]=[N:21][C:20]=34)=[O:15])=[CH:11][N:10]([CH:30]([F:36])[C:31]([OH:33])=[O:32])[N:9]=2)[CH:7]=1. The catalyst class is: 3. (2) The catalyst class is: 30. Product: [Cl:16][C:17]1[CH:18]=[N:19][CH:20]=[C:21]([Cl:27])[C:22]=1[C:23]1[C:4]([C:3]([OH:2])=[O:10])=[C:5]([CH:6]([CH3:8])[CH3:7])[O:9][N:24]=1. Reactant: C[O:2][C:3](=[O:10])[CH2:4][C:5](=[O:9])[CH:6]([CH3:8])[CH3:7].C[O-].[Na+].CO.[Cl:16][C:17]1[CH:18]=[N:19][CH:20]=[C:21]([Cl:27])[C:22]=1[C:23](Cl)=[N:24]O. (3) Reactant: [Br:1]Br.[C:3]([C:7]1[S:15][C:14]2[C:13]([OH:16])=[N:12][C:11]([C:17]3[CH:22]=[CH:21][N:20]=[CH:19][CH:18]=3)=[N:10][C:9]=2[CH:8]=1)([CH3:6])([CH3:5])[CH3:4]. Product: [Br:1][C:8]1[C:9]2[N:10]=[C:11]([C:17]3[CH:18]=[CH:19][N:20]=[CH:21][CH:22]=3)[N:12]=[C:13]([OH:16])[C:14]=2[S:15][C:7]=1[C:3]([CH3:6])([CH3:4])[CH3:5]. The catalyst class is: 845. (4) Reactant: C([O:5][C:6](=[O:43])[C:7]1[CH:12]=[CH:11][C:10]([O:13][C:14]2[CH:19]=[CH:18][C:17]([CH2:20][N:21]3[CH2:26][CH2:25][CH:24]([N:27]4[C@H:31]([CH2:32][CH:33]([CH3:35])[CH3:34])[CH2:30][N:29]([CH:36]5[CH2:40][CH2:39][CH2:38][CH2:37]5)[C:28]4=[O:41])[CH2:23][CH2:22]3)=[C:16]([CH3:42])[N:15]=2)=[CH:9][CH:8]=1)(C)(C)C.Cl. Product: [CH:36]1([N:29]2[CH2:30][C@@H:31]([CH2:32][CH:33]([CH3:34])[CH3:35])[N:27]([CH:24]3[CH2:25][CH2:26][N:21]([CH2:20][C:17]4[CH:18]=[CH:19][C:14]([O:13][C:10]5[CH:9]=[CH:8][C:7]([C:6]([OH:43])=[O:5])=[CH:12][CH:11]=5)=[N:15][C:16]=4[CH3:42])[CH2:22][CH2:23]3)[C:28]2=[O:41])[CH2:37][CH2:38][CH2:39][CH2:40]1. The catalyst class is: 1. (5) Reactant: [F:1][C:2]1[CH:7]=[CH:6][C:5]([N:8]([CH3:20])[S:9]([C:12]2[CH:17]=[CH:16][CH:15]=[CH:14][C:13]=2[CH2:18][OH:19])(=[O:11])=[O:10])=[CH:4][CH:3]=1. Product: [F:1][C:2]1[CH:7]=[CH:6][C:5]([N:8]([CH3:20])[S:9]([C:12]2[CH:17]=[CH:16][CH:15]=[CH:14][C:13]=2[CH:18]=[O:19])(=[O:10])=[O:11])=[CH:4][CH:3]=1. The catalyst class is: 428. (6) Reactant: [C:1]([O:5][C:6]([NH:8][C@H:9]([CH:13]([CH3:15])[CH3:14])[C:10]([OH:12])=O)=[O:7])([CH3:4])([CH3:3])[CH3:2].[CH2:16]([NH:23][CH2:24][CH2:25][OH:26])[C:17]1[CH:22]=[CH:21][CH:20]=[CH:19][CH:18]=1.CN(C(ON1N=NC2C=CC=NC1=2)=[N+](C)C)C.F[P-](F)(F)(F)(F)F.CCN(CC)CC. Product: [CH2:16]([N:23]([CH2:24][CH2:25][OH:26])[C:10](=[O:12])[C@H:9]([NH:8][C:6](=[O:7])[O:5][C:1]([CH3:2])([CH3:3])[CH3:4])[CH:13]([CH3:15])[CH3:14])[C:17]1[CH:22]=[CH:21][CH:20]=[CH:19][CH:18]=1. The catalyst class is: 34.